Dataset: Reaction yield outcomes from USPTO patents with 853,638 reactions. Task: Predict the reaction yield, written as a fraction of the theoretical maximum amount of product (1.0 means a 100% yield; for example, 0.34 means a 34% yield). (1) The yield is 0.650. The reactants are [NH2:1][C:2]1[CH:3]=[CH:4][C:5]([F:20])=[C:6]([C:8]([C:10]2[CH:11]=[C:12]3[C:17](=[CH:18][CH:19]=2)[N:16]=[CH:15][CH:14]=[N:13]3)=[O:9])[CH:7]=1.CCN(C(C)C)C(C)C.[F:30][C:31]1[CH:32]=[C:33]([CH:37]=[CH:38][CH:39]=1)[C:34](Cl)=[O:35]. The catalyst is C1COCC1. The product is [F:30][C:31]1[CH:32]=[C:33]([CH:37]=[CH:38][CH:39]=1)[C:34]([NH:1][C:2]1[CH:3]=[CH:4][C:5]([F:20])=[C:6]([C:8]([C:10]2[CH:11]=[C:12]3[C:17](=[CH:18][CH:19]=2)[N:16]=[CH:15][CH:14]=[N:13]3)=[O:9])[CH:7]=1)=[O:35]. (2) The reactants are Cl[C:2]1[C:7]([CH3:8])=[C:6]([Cl:9])[N:5]=[CH:4][C:3]=1[CH2:10][N:11]([C:16]1[C:21]([F:22])=[C:20]([O:23][CH3:24])[CH:19]=[C:18]([O:25][CH3:26])[C:17]=1[F:27])[C:12]([NH:14][CH3:15])=[O:13].C(=O)([O-])[O-].[Cs+].[Cs+]. The catalyst is CN(C)C=O. The product is [Cl:9][C:6]1[N:5]=[CH:4][C:3]2[CH2:10][N:11]([C:16]3[C:21]([F:22])=[C:20]([O:23][CH3:24])[CH:19]=[C:18]([O:25][CH3:26])[C:17]=3[F:27])[C:12](=[O:13])[N:14]([CH3:15])[C:2]=2[C:7]=1[CH3:8]. The yield is 0.790.